Dataset: NCI-60 drug combinations with 297,098 pairs across 59 cell lines. Task: Regression. Given two drug SMILES strings and cell line genomic features, predict the synergy score measuring deviation from expected non-interaction effect. Drug 1: C1=C(C(=O)NC(=O)N1)F. Drug 2: CNC(=O)C1=NC=CC(=C1)OC2=CC=C(C=C2)NC(=O)NC3=CC(=C(C=C3)Cl)C(F)(F)F. Cell line: COLO 205. Synergy scores: CSS=70.2, Synergy_ZIP=-6.54, Synergy_Bliss=-9.21, Synergy_Loewe=-3.02, Synergy_HSA=-2.90.